Task: Predict the product of the given reaction.. Dataset: Forward reaction prediction with 1.9M reactions from USPTO patents (1976-2016) Given the reactants [C:1]([O:5][C:6]([C:8]1[C:9](OS(C(F)(F)F)(=O)=O)=[N:10][C:11]2[C:16]([C:17]=1[C:18]1[CH:23]=[CH:22][CH:21]=[C:20]([CH:24]([CH3:26])[CH3:25])[CH:19]=1)=[CH:15][C:14]([Cl:27])=[CH:13][CH:12]=2)=[O:7])([CH3:4])([CH3:3])[CH3:2].[NH:36]1[CH2:41][CH2:40][CH2:39][CH2:38][CH2:37]1, predict the reaction product. The product is: [C:1]([O:5][C:6]([C:8]1[C:9]([N:36]2[CH2:41][CH2:40][CH2:39][CH2:38][CH2:37]2)=[N:10][C:11]2[C:16]([C:17]=1[C:18]1[CH:23]=[CH:22][CH:21]=[C:20]([CH:24]([CH3:25])[CH3:26])[CH:19]=1)=[CH:15][C:14]([Cl:27])=[CH:13][CH:12]=2)=[O:7])([CH3:2])([CH3:4])[CH3:3].